Dataset: Reaction yield outcomes from USPTO patents with 853,638 reactions. Task: Predict the reaction yield, written as a fraction of the theoretical maximum amount of product (1.0 means a 100% yield; for example, 0.34 means a 34% yield). (1) The reactants are [NH:1]1[CH:5]=[C:4]([C:6]2[C:7]3[CH:14]=[CH:13][N:12]([CH2:15][O:16][CH2:17][CH2:18][Si:19]([CH3:22])([CH3:21])[CH3:20])[C:8]=3[N:9]=[CH:10][N:11]=2)[CH:3]=[N:2]1.[CH:23]1([C:28]#[C:29][C:30]#[N:31])[CH2:27][CH2:26][CH2:25][CH2:24]1.CN(C)C=O.C(=O)([O-])[O-].[K+].[K+]. No catalyst specified. The product is [CH:23]1(/[C:28](/[N:1]2[CH:5]=[C:4]([C:6]3[C:7]4[CH:14]=[CH:13][N:12]([CH2:15][O:16][CH2:17][CH2:18][Si:19]([CH3:22])([CH3:21])[CH3:20])[C:8]=4[N:9]=[CH:10][N:11]=3)[CH:3]=[N:2]2)=[CH:29]/[C:30]#[N:31])[CH2:27][CH2:26][CH2:25][CH2:24]1. The yield is 0.826. (2) The reactants are [Cl:1][C@H:2]1[C@H:6]([CH2:7][CH2:8][CH2:9][C:10]2[S:14][C:13]([C:15]([O:17]C)=[O:16])=[CH:12][CH:11]=2)[C@@H:5](/[CH:19]=[CH:20]/[C@@H:21]([OH:28])[CH2:22][CH2:23][CH2:24][CH2:25][CH2:26][OH:27])[C@H:4]([OH:29])[CH2:3]1.Cl[C@H]1[C@H](CCCC2SC(C(O)=O)=CC=2)[C@@H](/C=C/[C@@H](O)CC(O)CCC)[C@H](O)C1. No catalyst specified. The product is [Cl:1][C@H:2]1[C@H:6]([CH2:7][CH2:8][CH2:9][C:10]2[S:14][C:13]([C:15]([OH:17])=[O:16])=[CH:12][CH:11]=2)[C@@H:5](/[CH:19]=[CH:20]/[C@@H:21]([OH:28])[CH2:22][CH2:23][CH2:24][CH2:25][CH2:26][OH:27])[C@H:4]([OH:29])[CH2:3]1. The yield is 0.820.